This data is from TCR-epitope binding with 47,182 pairs between 192 epitopes and 23,139 TCRs. The task is: Binary Classification. Given a T-cell receptor sequence (or CDR3 region) and an epitope sequence, predict whether binding occurs between them. (1) The epitope is HSKKKCDEL. The TCR CDR3 sequence is CAIRTRTGESYTF. Result: 1 (the TCR binds to the epitope). (2) The epitope is VLWAHGFEL. The TCR CDR3 sequence is CASSLVGDTQYF. Result: 1 (the TCR binds to the epitope).